This data is from Catalyst prediction with 721,799 reactions and 888 catalyst types from USPTO. The task is: Predict which catalyst facilitates the given reaction. Reactant: [Br:1][C:2]1[C:3](=[O:18])[N:4]([CH2:10][C:11]2[CH:16]=[CH:15][CH:14]=[C:13]([F:17])[CH:12]=2)[C:5]([CH3:9])=[CH:6][C:7]=1[OH:8].C(N(CC)CC)C.[S:26](O[S:26]([C:29]([F:32])([F:31])[F:30])(=[O:28])=[O:27])([C:29]([F:32])([F:31])[F:30])(=[O:28])=[O:27]. Product: [F:30][C:29]([F:32])([F:31])[S:26]([O:8][C:7]1[CH:6]=[C:5]([CH3:9])[N:4]([CH2:10][C:11]2[CH:16]=[CH:15][CH:14]=[C:13]([F:17])[CH:12]=2)[C:3](=[O:18])[C:2]=1[Br:1])(=[O:28])=[O:27]. The catalyst class is: 4.